From a dataset of Full USPTO retrosynthesis dataset with 1.9M reactions from patents (1976-2016). Predict the reactants needed to synthesize the given product. (1) Given the product [Cl:25][C:26]1[CH:31]=[CH:30][C:29]([C:35]#[N:36])=[C:28]([C:5]2[C:4]([C:3]([OH:2])=[O:24])=[CH:9][C:8]([C:10]3[S:11][CH:12]=[C:13]([C:15]4[CH:20]=[CH:19][C:18]([Cl:21])=[C:17]([Cl:22])[CH:16]=4)[N:14]=3)=[CH:7][CH:6]=2)[CH:27]=1, predict the reactants needed to synthesize it. The reactants are: C[O:2][C:3](=[O:24])[C:4]1[CH:9]=[C:8]([C:10]2[S:11][CH:12]=[C:13]([C:15]3[CH:20]=[CH:19][C:18]([Cl:21])=[C:17]([Cl:22])[CH:16]=3)[N:14]=2)[CH:7]=[CH:6][C:5]=1Br.[Cl:25][C:26]1[CH:27]=[CH:28][C:29]([C:35]#[N:36])=[C:30](B(O)O)[CH:31]=1. (2) Given the product [C:1]([N:5]1[CH2:10][CH2:9][N:8]([C:11]2[CH:12]=[CH:13][C:14]([N:17]3[C:26]4[C:21](=[CH:22][CH:23]=[CH:24][CH:25]=4)[N:20]([C:28]([Cl:27])=[O:30])[CH2:19][CH2:18]3)=[N:15][CH:16]=2)[CH2:7][CH2:6]1)([CH3:4])([CH3:2])[CH3:3], predict the reactants needed to synthesize it. The reactants are: [C:1]([N:5]1[CH2:10][CH2:9][N:8]([C:11]2[CH:12]=[CH:13][C:14]([N:17]3[C:26]4[C:21](=[CH:22][CH:23]=[CH:24][CH:25]=4)[NH:20][CH2:19][CH2:18]3)=[N:15][CH:16]=2)[CH2:7][CH2:6]1)([CH3:4])([CH3:3])[CH3:2].[Cl:27][C:28](Cl)([O:30]C(=O)OC(Cl)(Cl)Cl)Cl. (3) Given the product [NH2:24][CH:1]([CH:4]1[CH2:9][CH2:8][N:7]([C:10]([O:12][C:13]([CH3:16])([CH3:15])[CH3:14])=[O:11])[CH2:6][CH2:5]1)[CH3:2], predict the reactants needed to synthesize it. The reactants are: [C:1]([CH:4]1[CH2:9][CH2:8][N:7]([C:10]([O:12][C:13]([CH3:16])([CH3:15])[CH3:14])=[O:11])[CH2:6][CH2:5]1)(=O)[CH3:2].C([O-])(=O)C.[NH4+].[B-]C#[N:24].[Na+]. (4) Given the product [Cl:10][C:11]1[CH:27]=[CH:26][C:25]([F:28])=[CH:24][C:12]=1[O:13][CH2:14][C:15]1[CH:20]=[CH:19][N:18]=[C:17]([C:21]([NH:9][C:4]2[CH:3]=[C:2]([CH3:1])[CH:7]=[C:6]([CH3:8])[N:5]=2)=[O:22])[CH:16]=1, predict the reactants needed to synthesize it. The reactants are: [CH3:1][C:2]1[CH:7]=[C:6]([CH3:8])[N:5]=[C:4]([NH2:9])[CH:3]=1.[Cl:10][C:11]1[CH:27]=[CH:26][C:25]([F:28])=[CH:24][C:12]=1[O:13][CH2:14][C:15]1[CH:20]=[CH:19][N:18]=[C:17]([C:21](O)=[O:22])[CH:16]=1. (5) The reactants are: [C:1](Cl)(=[O:3])[CH3:2].[F:5][C:6]1[CH:11]=[CH:10][CH:9]=[C:8]([F:12])[C:7]=1[CH:13]([CH2:23][CH2:24][OH:25])[CH:14]([C:17]1[CH:22]=[CH:21][CH:20]=[CH:19][CH:18]=1)[C:15]#[N:16].C(N(CC)CC)C. Given the product [C:1]([O:25][CH2:24][CH2:23][CH:13]([C:7]1[C:6]([F:5])=[CH:11][CH:10]=[CH:9][C:8]=1[F:12])[CH:14]([C:15]#[N:16])[C:17]1[CH:18]=[CH:19][CH:20]=[CH:21][CH:22]=1)(=[O:3])[CH3:2], predict the reactants needed to synthesize it. (6) Given the product [NH2:8][CH2:9][CH2:10][CH2:11][C@H:12]([NH:16][C:17]([C:19]1[C:20](=[O:36])[N:21]([CH2:25][C:26]2[CH:31]=[CH:30][CH:29]=[CH:28][C:27]=2[C:32]([F:33])([F:34])[F:35])[CH:22]=[CH:23][CH:24]=1)=[O:18])[C:13]([OH:15])=[O:14].[C:37]([OH:43])([C:39]([F:42])([F:41])[F:40])=[O:38], predict the reactants needed to synthesize it. The reactants are: C(OC([NH:8][CH2:9][CH2:10][CH2:11][C@H:12]([NH:16][C:17]([C:19]1[C:20](=[O:36])[N:21]([CH2:25][C:26]2[CH:31]=[CH:30][CH:29]=[CH:28][C:27]=2[C:32]([F:35])([F:34])[F:33])[CH:22]=[CH:23][CH:24]=1)=[O:18])[C:13]([OH:15])=[O:14])=O)(C)(C)C.[C:37]([OH:43])([C:39]([F:42])([F:41])[F:40])=[O:38]. (7) Given the product [NH2:8][C:5]1[CH:6]=[CH:7][C:2]([F:1])=[C:3]([NH:11][C:12](=[O:19])[C:13]2[CH:18]=[CH:17][CH:16]=[CH:15][CH:14]=2)[CH:4]=1, predict the reactants needed to synthesize it. The reactants are: [F:1][C:2]1[CH:7]=[CH:6][C:5]([N+:8]([O-])=O)=[CH:4][C:3]=1[NH:11][C:12](=[O:19])[C:13]1[CH:18]=[CH:17][CH:16]=[CH:15][CH:14]=1. (8) Given the product [NH2:21][C:19]([C:3]1[CH:4]=[N:5][C:6]2[C:11]([C:2]=1[NH:22][C:23]1[CH:24]=[C:25]([CH:29]=[C:30]([N+:32]([O-:34])=[O:33])[CH:31]=1)[C:26]([OH:28])=[O:27])=[CH:10][CH:9]=[C:8]([C:12]1[C:13]([CH3:18])=[N:14][O:15][C:16]=1[CH3:17])[CH:7]=2)=[O:20], predict the reactants needed to synthesize it. The reactants are: Cl[C:2]1[C:11]2[C:6](=[CH:7][C:8]([C:12]3[C:13]([CH3:18])=[N:14][O:15][C:16]=3[CH3:17])=[CH:9][CH:10]=2)[N:5]=[CH:4][C:3]=1[C:19]([NH2:21])=[O:20].[NH2:22][C:23]1[CH:24]=[C:25]([CH:29]=[C:30]([N+:32]([O-:34])=[O:33])[CH:31]=1)[C:26]([OH:28])=[O:27]. (9) Given the product [CH:7]([N:14]1[CH2:15][CH2:16][N:17]([C:29](=[O:30])[CH2:28][Cl:27])[CH2:18][CH2:19]1)([C:8]1[CH:13]=[CH:12][CH:11]=[CH:10][CH:9]=1)[C:1]1[CH:6]=[CH:5][CH:4]=[CH:3][CH:2]=1, predict the reactants needed to synthesize it. The reactants are: [C:1]1([CH:7]([N:14]2[CH2:19][CH2:18][NH:17][CH2:16][CH2:15]2)[C:8]2[CH:13]=[CH:12][CH:11]=[CH:10][CH:9]=2)[CH:6]=[CH:5][CH:4]=[CH:3][CH:2]=1.C(N(CC)CC)C.[Cl:27][CH2:28][C:29](Cl)=[O:30]. (10) Given the product [C:1]([C:3]1[C:4]([NH:19][C:20]2[CH:21]=[C:22]([CH:28]=[CH:29][C:30]=2[CH3:31])[C:23]([NH:25][O:26][CH3:27])=[O:24])=[N:5][C:6]([N:36]2[CH2:37][CH2:38][CH2:39][N:33]([CH3:32])[CH2:34][CH2:35]2)=[N:7][C:8]=1[N:9]([CH2:11][C:12]([CH3:15])([CH3:14])[CH3:13])[CH3:10])#[N:2], predict the reactants needed to synthesize it. The reactants are: [C:1]([C:3]1[C:4]([NH:19][C:20]2[CH:21]=[C:22]([CH:28]=[CH:29][C:30]=2[CH3:31])[C:23]([NH:25][O:26][CH3:27])=[O:24])=[N:5][C:6](S(C)=O)=[N:7][C:8]=1[N:9]([CH2:11][C:12]([CH3:15])([CH3:14])[CH3:13])[CH3:10])#[N:2].[CH3:32][N:33]1[CH2:39][CH2:38][CH2:37][NH:36][CH2:35][CH2:34]1.